This data is from Peptide-MHC class II binding affinity with 134,281 pairs from IEDB. The task is: Regression. Given a peptide amino acid sequence and an MHC pseudo amino acid sequence, predict their binding affinity value. This is MHC class II binding data. (1) The peptide sequence is LTQPLQQLTSLFSQV. The MHC is DRB1_0901 with pseudo-sequence DRB1_0901. The binding affinity (normalized) is 0.381. (2) The peptide sequence is MIVDTISDFRAAIAN. The MHC is HLA-DQA10301-DQB10302 with pseudo-sequence HLA-DQA10301-DQB10302. The binding affinity (normalized) is 0.380. (3) The peptide sequence is GQRVVFIQPSPVRDHY. The MHC is DRB1_0301 with pseudo-sequence DRB1_0301. The binding affinity (normalized) is 0.151. (4) The peptide sequence is IMRIKKLTITGKGTL. The MHC is HLA-DQA10201-DQB10202 with pseudo-sequence HLA-DQA10201-DQB10202. The binding affinity (normalized) is 0. (5) The MHC is HLA-DPA10201-DPB10501 with pseudo-sequence HLA-DPA10201-DPB10501. The binding affinity (normalized) is 0. The peptide sequence is ATATATSAVGAPTGA. (6) The peptide sequence is RQLIKTDISMSMPKF. The MHC is DRB1_0701 with pseudo-sequence DRB1_0701. The binding affinity (normalized) is 0.393. (7) The peptide sequence is LLIDVVTYLVALIPE. The MHC is HLA-DQA10501-DQB10201 with pseudo-sequence HLA-DQA10501-DQB10201. The binding affinity (normalized) is 0.399.